From a dataset of Catalyst prediction with 721,799 reactions and 888 catalyst types from USPTO. Predict which catalyst facilitates the given reaction. (1) Reactant: [C:1]([N:4]1[CH2:7][C:6]2([CH2:16][C:15](=[O:17])[C:14]3[C:9](=[CH:10][CH:11]=[C:12](/[CH:18]=[CH:19]/[C:20](O)=[O:21])[CH:13]=3)[O:8]2)[CH2:5]1)(=[O:3])[CH3:2].C(Cl)CCl.C1C=CC2N(O)N=NC=2C=1.[NH2:37][O:38][CH:39]1[CH2:44][CH2:43][CH2:42][CH2:41][O:40]1. Product: [C:1]([N:4]1[CH2:7][C:6]2([CH2:16][C:15](=[O:17])[C:14]3[C:9](=[CH:10][CH:11]=[C:12](/[CH:18]=[CH:19]/[C:20]([NH:37][O:38][CH:39]4[CH2:44][CH2:43][CH2:42][CH2:41][O:40]4)=[O:21])[CH:13]=3)[O:8]2)[CH2:5]1)(=[O:3])[CH3:2]. The catalyst class is: 2. (2) Reactant: [NH2:1][C:2]1[C:3]([C:8]([O:10][CH3:11])=[O:9])=[N:4][CH:5]=[CH:6][N:7]=1.C1C(=O)N([Br:19])C(=O)C1. Product: [NH2:1][C:2]1[C:3]([C:8]([O:10][CH3:11])=[O:9])=[N:4][C:5]([Br:19])=[CH:6][N:7]=1. The catalyst class is: 23. (3) Reactant: [O:1]1[CH:5]=[CH:4][C:3]([C:6]2[CH:17]=[C:16]([C:18]([F:21])([F:20])[F:19])[C:9]3[NH:10][C:11]([C:13]([OH:15])=O)=[N:12][C:8]=3[CH:7]=2)=[CH:2]1.[S:22]1[CH:26]=[CH:25][CH:24]=[C:23]1NC.C[CH2:30][N:31](C(C)C)C(C)C.CN(C(ON1N=NC2C=CC=NC1=2)=[N+](C)C)C.F[P-](F)(F)(F)(F)F. Product: [S:22]1[CH:26]=[CH:25][CH:24]=[C:23]1[CH2:30][NH:31][C:13]([C:11]1[NH:10][C:9]2[C:16]([C:18]([F:20])([F:19])[F:21])=[CH:17][C:6]([C:3]3[CH:4]=[CH:5][O:1][CH:2]=3)=[CH:7][C:8]=2[N:12]=1)=[O:15]. The catalyst class is: 31.